This data is from Forward reaction prediction with 1.9M reactions from USPTO patents (1976-2016). The task is: Predict the product of the given reaction. Given the reactants Br[C:2]1[N:6]2[CH2:7][CH2:8][N:9]([CH2:12][C:13]3[CH:18]=[CH:17][CH:16]=[C:15]([C:19]([F:22])([F:21])[F:20])[C:14]=3[Cl:23])[C:10](=[O:11])[C:5]2=[N:4][N:3]=1.[F:24][C:25]1[CH:30]=[CH:29][C:28](B(O)O)=[CH:27][CH:26]=1.C([O-])([O-])=O.[Na+].[Na+], predict the reaction product. The product is: [Cl:23][C:14]1[C:15]([C:19]([F:22])([F:21])[F:20])=[CH:16][CH:17]=[CH:18][C:13]=1[CH2:12][N:9]1[CH2:8][CH2:7][N:6]2[C:2]([C:28]3[CH:29]=[CH:30][C:25]([F:24])=[CH:26][CH:27]=3)=[N:3][N:4]=[C:5]2[C:10]1=[O:11].